Regression. Given a peptide amino acid sequence and an MHC pseudo amino acid sequence, predict their binding affinity value. This is MHC class II binding data. From a dataset of Peptide-MHC class II binding affinity with 134,281 pairs from IEDB. (1) The binding affinity (normalized) is 0.0381. The peptide sequence is IKEKGKDKWIELKES. The MHC is HLA-DQA10102-DQB10602 with pseudo-sequence HLA-DQA10102-DQB10602. (2) The peptide sequence is TIAAMMTSPLSVASM. The MHC is HLA-DPA10201-DPB10501 with pseudo-sequence HLA-DPA10201-DPB10501. The binding affinity (normalized) is 0.326. (3) The peptide sequence is SKLKAEATTDGLGWY. The MHC is DRB1_0802 with pseudo-sequence DRB1_0802. The binding affinity (normalized) is 0.685. (4) The peptide sequence is MTETLLVQNANPDCKSIL. The MHC is DRB1_0405 with pseudo-sequence DRB1_0405. The binding affinity (normalized) is 0.408.